This data is from Full USPTO retrosynthesis dataset with 1.9M reactions from patents (1976-2016). The task is: Predict the reactants needed to synthesize the given product. (1) Given the product [Cl:20][C:17]1[N:16]=[CH:15][C:14]([N:13]2[CH2:12][CH2:11][C:4]3([CH2:9][CH2:10][O:7][CH2:6][CH2:5]3)[C:3]2=[O:21])=[CH:19][N:18]=1, predict the reactants needed to synthesize it. The reactants are: CO[C:3](=[O:21])[C:4]([CH2:11][CH2:12][NH:13][C:14]1[CH:15]=[N:16][C:17]([Cl:20])=[N:18][CH:19]=1)([CH2:9][CH3:10])[CH2:5][CH2:6][O:7]C.CC(C)([O-])C.[K+]. (2) Given the product [ClH:1].[CH:12]1([N:16]2[CH2:21][CH2:20][CH:19]([O:22][CH:23]3[CH2:28][CH2:27][N:26]([C:2]4[N:3]=[N:4][C:5]([C:8]([F:11])([F:10])[F:9])=[CH:6][CH:7]=4)[CH2:25][CH2:24]3)[CH2:18][CH2:17]2)[CH2:15][CH2:14][CH2:13]1, predict the reactants needed to synthesize it. The reactants are: [Cl:1][C:2]1[N:3]=[N:4][C:5]([C:8]([F:11])([F:10])[F:9])=[CH:6][CH:7]=1.[CH:12]1([N:16]2[CH2:21][CH2:20][CH:19]([O:22][CH:23]3[CH2:28][CH2:27][NH:26][CH2:25][CH2:24]3)[CH2:18][CH2:17]2)[CH2:15][CH2:14][CH2:13]1.C(=O)([O-])[O-].[K+].[K+]. (3) Given the product [Cl:1][C:2]1[CH:7]=[C:6]([NH:8][CH3:9])[C:5]([CH:17]2[CH2:19][CH2:18]2)=[CH:4][N:3]=1, predict the reactants needed to synthesize it. The reactants are: [Cl:1][C:2]1[CH:7]=[C:6]([NH:8][CH3:9])[C:5](I)=[CH:4][N:3]=1.C(=O)([O-])[O-].[Na+].[Na+].[CH:17]1(B2OC(C)(C)C(C)(C)O2)[CH2:19][CH2:18]1. (4) Given the product [CH2:1]([C:3]1[C:8]([B:9]2[O:10][C:11]([CH3:16])([CH3:17])[CH:12]([CH3:15])[O:13]2)=[CH:7][CH:6]=[CH:5][C:4]=1[CH:18]1[CH2:23][CH2:22][N:21]([CH2:37][CH2:36][C:35]([O:39][CH2:40][CH3:41])=[O:38])[CH2:20][CH2:19]1)[CH3:2], predict the reactants needed to synthesize it. The reactants are: [CH2:1]([C:3]1[C:8]([B:9]2[O:13][C:12]([CH3:15])(C)[C:11]([CH3:17])([CH3:16])[O:10]2)=[CH:7][CH:6]=[CH:5][C:4]=1[CH:18]1[CH2:23][CH2:22][NH:21][CH2:20][CH2:19]1)[CH3:2].C1CCN2C(=NCCC2)CC1.[C:35]([O:39][CH2:40][CH3:41])(=[O:38])[CH:36]=[CH2:37]. (5) Given the product [NH2:1][C:2]1[N:3]=[C:4]([NH:17][CH:18]2[CH2:23][CH2:22][N:21]([S:24]([CH2:27][CH2:28][CH2:29][N:31]3[CH2:34][CH2:33][CH2:32]3)(=[O:26])=[O:25])[CH2:20][CH2:19]2)[S:5][C:6]=1[C:7]([C:9]1[C:14]([F:15])=[CH:13][CH:12]=[CH:11][C:10]=1[F:16])=[O:8], predict the reactants needed to synthesize it. The reactants are: [NH2:1][C:2]1[N:3]=[C:4]([NH:17][CH:18]2[CH2:23][CH2:22][N:21]([S:24]([CH2:27][CH2:28][CH2:29]I)(=[O:26])=[O:25])[CH2:20][CH2:19]2)[S:5][C:6]=1[C:7]([C:9]1[C:14]([F:15])=[CH:13][CH:12]=[CH:11][C:10]=1[F:16])=[O:8].[NH:31]1[CH2:34][CH2:33][CH2:32]1.